Regression. Given two drug SMILES strings and cell line genomic features, predict the synergy score measuring deviation from expected non-interaction effect. From a dataset of NCI-60 drug combinations with 297,098 pairs across 59 cell lines. (1) Drug 1: CN(CC1=CN=C2C(=N1)C(=NC(=N2)N)N)C3=CC=C(C=C3)C(=O)NC(CCC(=O)O)C(=O)O. Cell line: SF-295. Synergy scores: CSS=55.9, Synergy_ZIP=-2.19, Synergy_Bliss=-6.04, Synergy_Loewe=-2.92, Synergy_HSA=-0.496. Drug 2: C1=NC2=C(N1)C(=S)N=CN2. (2) Drug 1: C1=CC(=CC=C1CC(C(=O)O)N)N(CCCl)CCCl.Cl. Drug 2: C1=CC(=CC=C1C#N)C(C2=CC=C(C=C2)C#N)N3C=NC=N3. Cell line: A498. Synergy scores: CSS=1.78, Synergy_ZIP=-0.0154, Synergy_Bliss=2.65, Synergy_Loewe=-1.62, Synergy_HSA=-1.20. (3) Drug 1: COC1=CC(=CC(=C1O)OC)C2C3C(COC3=O)C(C4=CC5=C(C=C24)OCO5)OC6C(C(C7C(O6)COC(O7)C8=CC=CS8)O)O. Drug 2: CNC(=O)C1=NC=CC(=C1)OC2=CC=C(C=C2)NC(=O)NC3=CC(=C(C=C3)Cl)C(F)(F)F. Cell line: NCI-H460. Synergy scores: CSS=61.5, Synergy_ZIP=2.81, Synergy_Bliss=1.45, Synergy_Loewe=2.64, Synergy_HSA=3.66. (4) Cell line: MDA-MB-231. Synergy scores: CSS=54.1, Synergy_ZIP=8.11, Synergy_Bliss=9.19, Synergy_Loewe=-14.8, Synergy_HSA=10.3. Drug 2: CC=C1C(=O)NC(C(=O)OC2CC(=O)NC(C(=O)NC(CSSCCC=C2)C(=O)N1)C(C)C)C(C)C. Drug 1: CC(CN1CC(=O)NC(=O)C1)N2CC(=O)NC(=O)C2. (5) Drug 1: CC1=CC2C(CCC3(C2CCC3(C(=O)C)OC(=O)C)C)C4(C1=CC(=O)CC4)C. Drug 2: CN1C(=O)N2C=NC(=C2N=N1)C(=O)N. Cell line: SR. Synergy scores: CSS=31.5, Synergy_ZIP=0.995, Synergy_Bliss=3.96, Synergy_Loewe=-25.3, Synergy_HSA=3.85. (6) Synergy scores: CSS=-5.47, Synergy_ZIP=1.91, Synergy_Bliss=-2.48, Synergy_Loewe=-6.90, Synergy_HSA=-7.24. Drug 1: CN(C)C1=NC(=NC(=N1)N(C)C)N(C)C. Cell line: MDA-MB-435. Drug 2: C1CN(P(=O)(OC1)NCCCl)CCCl. (7) Drug 1: C1CCC(C(C1)N)N.C(=O)(C(=O)[O-])[O-].[Pt+4]. Drug 2: CCC1(C2=C(COC1=O)C(=O)N3CC4=CC5=C(C=CC(=C5CN(C)C)O)N=C4C3=C2)O.Cl. Cell line: MDA-MB-231. Synergy scores: CSS=21.3, Synergy_ZIP=-6.90, Synergy_Bliss=-1.35, Synergy_Loewe=-0.682, Synergy_HSA=1.27. (8) Drug 1: CC12CCC3C(C1CCC2NC(=O)OCC(F)(F)F)CCC4C3(C=CC(=O)N4C)C. Drug 2: CCC1=C2CN3C(=CC4=C(C3=O)COC(=O)C4(CC)O)C2=NC5=C1C=C(C=C5)O. Cell line: SW-620. Synergy scores: CSS=42.4, Synergy_ZIP=2.90, Synergy_Bliss=2.22, Synergy_Loewe=-63.2, Synergy_HSA=2.48.